From a dataset of Reaction yield outcomes from USPTO patents with 853,638 reactions. Predict the reaction yield, written as a fraction of the theoretical maximum amount of product (1.0 means a 100% yield; for example, 0.34 means a 34% yield). The reactants are B([C:4]1[CH:12]=[CH:11][C:7]([C:8]([OH:10])=[O:9])=[CH:6][CH:5]=1)(O)O.Br[C:14]1[CH:19]=[CH:18][N:17]=[CH:16][CH:15]=1.C(=O)([O-])[O-].[K+].[K+]. The catalyst is C(#N)C.O.Cl[Pd](Cl)([P](C1C=CC=CC=1)(C1C=CC=CC=1)C1C=CC=CC=1)[P](C1C=CC=CC=1)(C1C=CC=CC=1)C1C=CC=CC=1. The product is [N:17]1[CH:18]=[CH:19][C:14]([C:4]2[CH:12]=[CH:11][C:7]([C:8]([OH:10])=[O:9])=[CH:6][CH:5]=2)=[CH:15][CH:16]=1. The yield is 0.900.